The task is: Regression/Classification. Given a drug SMILES string, predict its toxicity properties. Task type varies by dataset: regression for continuous values (e.g., LD50, hERG inhibition percentage) or binary classification for toxic/non-toxic outcomes (e.g., AMES mutagenicity, cardiotoxicity, hepatotoxicity). Dataset: ames.. This data is from Ames mutagenicity test results for genotoxicity prediction. The molecule is Cl/C=C\C[N+]12CN3CN(CN(C3)C1)C2. The result is 1 (mutagenic).